Dataset: Forward reaction prediction with 1.9M reactions from USPTO patents (1976-2016). Task: Predict the product of the given reaction. (1) Given the reactants [CH3:1]N(C(OC)OC)C.[Cl:9][C:10]1[C:15]([NH:16][C:17]([C:19]2[C:20]([CH3:27])=[N:21][C:22]([S:25][CH3:26])=[N:23][CH:24]=2)=[O:18])=[CH:14][CH:13]=[CH:12][N:11]=1, predict the reaction product. The product is: [Cl:9][C:10]1[C:15]([N:16]2[CH:1]=[CH:27][C:20]3[N:21]=[C:22]([S:25][CH3:26])[N:23]=[CH:24][C:19]=3[C:17]2=[O:18])=[CH:14][CH:13]=[CH:12][N:11]=1. (2) The product is: [OH:13][C:14]1[CH:15]=[C:16]2[C:21](=[CH:22][CH:23]=1)[CH:20]=[C:19]([C:1]1[O:2][C:3]3[CH:9]=[CH:8][C:7]([OH:10])=[CH:6][C:4]=3[N:5]=1)[CH:18]=[CH:17]2. Given the reactants [CH3:1][O:2][C:3]1[CH:9]=[CH:8][C:7]([O:10]C)=[CH:6][C:4]=1[NH2:5].C[O:13][C:14]1[CH:15]=[C:16]2[C:21](=[CH:22][CH:23]=1)[CH:20]=[C:19](C(O)=O)[CH:18]=[CH:17]2, predict the reaction product.